This data is from Reaction yield outcomes from USPTO patents with 853,638 reactions. The task is: Predict the reaction yield, written as a fraction of the theoretical maximum amount of product (1.0 means a 100% yield; for example, 0.34 means a 34% yield). (1) The reactants are [Cl:1][C:2]1[CH:7]=[CH:6][C:5]([NH:8][C:9]2[N:14]=[CH:13][CH:12]=[CH:11][N:10]=2)=[CH:4][C:3]=1[OH:15].[CH3:16][C:17]([CH3:22])=[CH:18][CH:19](O)[CH3:20].C1C=CC(P(C2C=CC=CC=2)C2C=CC=CC=2)=CC=1.CCOC(/N=N/C(OCC)=O)=O. The catalyst is C1COCC1. The product is [Cl:1][C:2]1[CH:7]=[CH:6][C:5]([NH:8][C:9]2[N:10]=[CH:11][CH:12]=[CH:13][N:14]=2)=[CH:4][C:3]=1[O:15][CH:19]([CH:18]=[C:17]([CH3:22])[CH3:16])[CH3:20]. The yield is 0.170. (2) The reactants are Br[C:2]1[C:3]([CH3:18])=[N:4][O:5][C:6]=1[C:7]1([NH:10][C:11](=[O:17])[O:12][C:13]([CH3:16])([CH3:15])[CH3:14])[CH2:9][CH2:8]1.[CH3:19][C:20]1([CH3:27])[C:24]([CH3:26])([CH3:25])[O:23][BH:22][O:21]1.C(N(CC)CC)C. The catalyst is CC#N.CC#N.Cl[Pd]Cl.C1(P(C2CCCCC2)C2C=CC=CC=2C2C(OC)=CC=CC=2OC)CCCCC1.O1CCOCC1. The product is [CH3:18][C:3]1[C:2]([B:22]2[O:23][C:24]([CH3:26])([CH3:25])[C:20]([CH3:27])([CH3:19])[O:21]2)=[C:6]([C:7]2([NH:10][C:11](=[O:17])[O:12][C:13]([CH3:16])([CH3:15])[CH3:14])[CH2:9][CH2:8]2)[O:5][N:4]=1. The yield is 1.00. (3) The reactants are C(O)(=O)C.[Cl:5][C:6]1[C:29]([Cl:30])=[CH:28][CH:27]=[CH:26][C:7]=1[CH2:8][C:9]1[C:10]([CH3:25])=[N:11][N:12]2[C:17](=[O:18])[CH:16]=[C:15]([C:19]3[CH:24]=[CH:23][N:22]=[CH:21][CH:20]=3)[NH:14][C:13]=12.C(=O)(O)[O-].[Na+]. The catalyst is CO.O. The product is [Cl:5][C:6]1[C:29]([Cl:30])=[CH:28][CH:27]=[CH:26][C:7]=1[CH2:8][C:9]1[C:10]([CH3:25])=[N:11][N:12]2[C:17]([OH:18])=[CH:16][C:15]([C:19]3[CH:20]=[CH:21][N:22]=[CH:23][CH:24]=3)=[N:14][C:13]=12. The yield is 0.870.